From a dataset of HIV replication inhibition screening data with 41,000+ compounds from the AIDS Antiviral Screen. Binary Classification. Given a drug SMILES string, predict its activity (active/inactive) in a high-throughput screening assay against a specified biological target. The compound is N=C(N)NS(=O)(=O)c1ccc(NC(=O)c2ccc(Cl)c3c(Nc4ccc(S(=O)(=O)NC(=N)N)cc4)c4ccccc4nc23)cc1. The result is 0 (inactive).